From a dataset of Forward reaction prediction with 1.9M reactions from USPTO patents (1976-2016). Predict the product of the given reaction. (1) Given the reactants [F:1][C:2]1[CH:7]=[CH:6][CH:5]=[CH:4][C:3]=1[S:8][C:9]1[C:17]2[C:12](=[CH:13][CH:14]=[CH:15]C=2)[NH:11][N:10]=1.Cl[C:19]1[N:24]=[C:23]([NH2:25])[C:22]([N+:26]([O-:28])=[O:27])=[C:21]([NH2:29])[N:20]=1.C1(P(C2CCCCC2)C2C=CC=CC=2C2C(C(C)C)=CC(C(C)C)=CC=2C(C)C)CCCCC1.C(=O)([O-])[O-].[Cs+].[Cs+].C[N:71](C=O)C, predict the reaction product. The product is: [F:1][C:2]1[CH:7]=[CH:6][CH:5]=[CH:4][C:3]=1[S:8][C:9]1[C:17]2=[N:71][CH:15]=[CH:14][CH:13]=[C:12]2[N:11]([C:19]2[N:24]=[C:23]([NH2:25])[C:22]([N+:26]([O-:28])=[O:27])=[C:21]([NH2:29])[N:20]=2)[N:10]=1. (2) Given the reactants [F:1][C:2]1[CH:7]=[CH:6][C:5]([C:8]2[CH:17]=[CH:16][CH:15]=[C:14]3[C:9]=2[CH:10]=[CH:11][N:12]=[CH:13]3)=[CH:4][CH:3]=1.ClC1C=CC=C(C(OO)=[O:26])C=1, predict the reaction product. The product is: [F:1][C:2]1[CH:7]=[CH:6][C:5]([C:8]2[CH:17]=[CH:16][CH:15]=[C:14]3[C:9]=2[CH:10]=[CH:11][N+:12]([O-:26])=[CH:13]3)=[CH:4][CH:3]=1. (3) Given the reactants Cl.[NH:2]1[CH2:5][CH:4]([C:6]2[C:11]([C:12]3[CH:17]=[CH:16][CH:15]=[C:14]([O:18][CH3:19])[CH:13]=3)=[N:10][CH:9]=[CH:8][N:7]=2)[CH2:3]1.Cl[C:21]1[CH:30]=[CH:29][C:28]2[C:23](=[CH:24][CH:25]=[CH:26][CH:27]=2)[N:22]=1.[C:31]([O-])([O-])=O.[Cs+].[Cs+], predict the reaction product. The product is: [CH3:19][O:18][C:14]1[CH:13]=[C:12]([C:11]2[C:6]([CH:4]3[CH2:5][N:2]([C:21]4[CH:30]=[CH:29][C:28]5[C:23](=[C:24]([CH3:31])[CH:25]=[CH:26][CH:27]=5)[N:22]=4)[CH2:3]3)=[N:7][CH:8]=[CH:9][N:10]=2)[CH:17]=[CH:16][CH:15]=1.